This data is from Full USPTO retrosynthesis dataset with 1.9M reactions from patents (1976-2016). The task is: Predict the reactants needed to synthesize the given product. (1) Given the product [C:1]([N:4]1[CH2:5][CH2:6][CH:7]([C:10]([N:12]2[CH2:17][CH2:16][C@@H:15]([N:18]([CH3:19])[C:41]([C:37]3[N:36]([C:31]4[CH:32]=[CH:33][CH:34]=[CH:35][C:30]=4[C:29]([F:28])([F:45])[F:44])[CH:40]=[CH:39][N:38]=3)=[O:43])[C@H:14]([C:20]3[CH:25]=[CH:24][C:23]([Cl:26])=[C:22]([Cl:27])[CH:21]=3)[CH2:13]2)=[O:11])[CH2:8][CH2:9]1)(=[O:3])[CH3:2], predict the reactants needed to synthesize it. The reactants are: [C:1]([N:4]1[CH2:9][CH2:8][CH:7]([C:10]([N:12]2[CH2:17][CH2:16][C@@H:15]([NH:18][CH3:19])[C@H:14]([C:20]3[CH:25]=[CH:24][C:23]([Cl:26])=[C:22]([Cl:27])[CH:21]=3)[CH2:13]2)=[O:11])[CH2:6][CH2:5]1)(=[O:3])[CH3:2].[F:28][C:29]([F:45])([F:44])[C:30]1[CH:35]=[CH:34][CH:33]=[CH:32][C:31]=1[N:36]1[CH:40]=[CH:39][N:38]=[C:37]1[C:41]([OH:43])=O. (2) The reactants are: O=[C:2]1[CH2:19][CH2:18][C:5]2([CH2:10][CH2:9][N:8]([C:11]([O:13][C:14]([CH3:17])([CH3:16])[CH3:15])=[O:12])[CH2:7][CH2:6]2)[CH2:4][CH2:3]1.[NH:20]1[CH2:23][CH2:22][CH2:21]1.C(O[BH-](OC(=O)C)OC(=O)C)(=O)C.[Na+].C(=O)(O)[O-].[Na+]. Given the product [N:20]1([CH:2]2[CH2:19][CH2:18][C:5]3([CH2:10][CH2:9][N:8]([C:11]([O:13][C:14]([CH3:17])([CH3:16])[CH3:15])=[O:12])[CH2:7][CH2:6]3)[CH2:4][CH2:3]2)[CH2:23][CH2:22][CH2:21]1, predict the reactants needed to synthesize it. (3) Given the product [F:36][C:31]([C:28]1[CH:27]=[CH:26][C:25]([C:22]2[CH:21]=[C:20]([CH2:19][N:14]3[CH:13]=[C:12]4[N:17]=[C:9]([C:3]5[CH:4]=[CH:5][CH:6]=[C:7]([F:8])[C:2]=5[F:1])[N:10]=[C:11]4[CH:16]=[N:15]3)[O:24][N:23]=2)=[CH:30][CH:29]=1)([F:35])[CH2:32][CH2:33][CH3:34], predict the reactants needed to synthesize it. The reactants are: [F:1][C:2]1[C:7]([F:8])=[CH:6][CH:5]=[CH:4][C:3]=1[C:9]1[N:17]=[C:12]2[CH:13]=[N:14][NH:15][CH:16]=[C:11]2[N:10]=1.Cl[CH2:19][C:20]1[O:24][N:23]=[C:22]([C:25]2[CH:30]=[CH:29][C:28]([C:31]([F:36])([F:35])[CH2:32][CH2:33][CH3:34])=[CH:27][CH:26]=2)[CH:21]=1.